Dataset: Full USPTO retrosynthesis dataset with 1.9M reactions from patents (1976-2016). Task: Predict the reactants needed to synthesize the given product. (1) Given the product [CH3:30][N:2]1[CH2:6][CH2:5][CH:4]([NH:7][C:8]([C:10]2[C:18]3[C:13](=[N:14][CH:15]=[C:16]([C:19]4[CH:24]=[CH:23][C:22]([O:25][CH3:26])=[C:21]([O:27][CH3:28])[CH:20]=4)[N:17]=3)[NH:12][CH:11]=2)=[O:9])[CH2:3]1, predict the reactants needed to synthesize it. The reactants are: Cl.[NH:2]1[CH2:6][CH2:5][CH:4]([NH:7][C:8]([C:10]2[C:18]3[C:13](=[N:14][CH:15]=[C:16]([C:19]4[CH:24]=[CH:23][C:22]([O:25][CH3:26])=[C:21]([O:27][CH3:28])[CH:20]=4)[N:17]=3)[NH:12][CH:11]=2)=[O:9])[CH2:3]1.[BH3-][C:30]#N.[Na+].C=O. (2) Given the product [CH2:1]([O:8][C:9](=[O:27])[C@@H:10]([NH:19][C:20](=[O:22])[C@@H:52]([NH:51][C:44]([O:46][C:47]([CH3:50])([CH3:49])[CH3:48])=[O:45])[CH3:53])[CH2:11][CH2:12][C:13]1[CH:14]=[CH:15][CH:16]=[CH:17][CH:18]=1)[C:2]1[CH:3]=[CH:4][CH:5]=[CH:6][CH:7]=1, predict the reactants needed to synthesize it. The reactants are: [CH2:1]([O:8][C:9](=[O:27])[C@@H:10]([NH:19][C:20]([O:22]C(C)(C)C)=O)[CH2:11][CH2:12][C:13]1[CH:18]=[CH:17][CH:16]=[CH:15][CH:14]=1)[C:2]1[CH:7]=[CH:6][CH:5]=[CH:4][CH:3]=1.FC(F)(F)C(O)=O.C(N(CC)C(C)C)(C)C.[C:44]([NH:51][C@H:52](C(O)=O)[CH3:53])([O:46][C:47]([CH3:50])([CH3:49])[CH3:48])=[O:45].CN(C(ON1N=NC2C=CC=NC1=2)=[N+](C)C)C.F[P-](F)(F)(F)(F)F. (3) Given the product [F:25][C:26]1[CH:27]=[C:28]([N:32]2[C:5]([C:7]3[C:12](=[O:13])[CH:11]=[CH:10][N:9]([C:14]4[CH:19]=[CH:18][CH:17]=[C:16]([S:20]([CH3:23])(=[O:22])=[O:21])[CH:15]=4)[N:8]=3)=[CH:4][CH:3]=[N:2]2)[CH:29]=[CH:30][CH:31]=1, predict the reactants needed to synthesize it. The reactants are: C[N:2](C)/[CH:3]=[CH:4]/[C:5]([C:7]1[C:12](=[O:13])[CH:11]=[CH:10][N:9]([C:14]2[CH:19]=[CH:18][CH:17]=[C:16]([S:20]([CH3:23])(=[O:22])=[O:21])[CH:15]=2)[N:8]=1)=O.[F:25][C:26]1[CH:27]=[C:28]([NH:32]N)[CH:29]=[CH:30][CH:31]=1. (4) Given the product [CH2:23]([O:30][C:31]1[CH:36]=[CH:35][C:34]([C:2]2[CH:7]=[CH:6][C:5](/[CH:8]=[CH:9]/[C:10]3[NH:11][CH:12]=[C:13]([C:15]4[CH:20]=[CH:19][C:18]([Cl:21])=[CH:17][C:16]=4[Cl:22])[N:14]=3)=[CH:4][CH:3]=2)=[CH:33][CH:32]=1)[C:24]1[CH:29]=[CH:28][CH:27]=[CH:26][CH:25]=1, predict the reactants needed to synthesize it. The reactants are: Br[C:2]1[CH:7]=[CH:6][C:5](/[CH:8]=[CH:9]/[C:10]2[NH:11][CH:12]=[C:13]([C:15]3[CH:20]=[CH:19][C:18]([Cl:21])=[CH:17][C:16]=3[Cl:22])[N:14]=2)=[CH:4][CH:3]=1.[CH2:23]([O:30][C:31]1[CH:36]=[CH:35][C:34](B(O)O)=[CH:33][CH:32]=1)[C:24]1[CH:29]=[CH:28][CH:27]=[CH:26][CH:25]=1. (5) The reactants are: [CH:1]1([N:7]2[C:12]3[C:13]4[CH:19]=[CH:18][N:17]([CH2:20][O:21][CH2:22][CH2:23][Si:24]([CH3:27])([CH3:26])[CH3:25])[C:14]=4[N:15]=[CH:16][C:11]=3[C:10](=[O:28])[N:9]=[CH:8]2)[CH2:6][CH2:5][CH2:4][CH2:3][CH2:2]1.[BH4-].[Na+].[Cl-].[NH4+].O. Given the product [CH:1]1([N:7]2[C:12]3[C:13]4[CH:19]=[CH:18][N:17]([CH2:20][O:21][CH2:22][CH2:23][Si:24]([CH3:26])([CH3:25])[CH3:27])[C:14]=4[N:15]=[CH:16][C:11]=3[C:10](=[O:28])[NH:9][CH2:8]2)[CH2:2][CH2:3][CH2:4][CH2:5][CH2:6]1, predict the reactants needed to synthesize it. (6) Given the product [CH2:38]([O:40][C:41](=[O:53])[C:42]([O:45][C:46]1[CH:47]=[CH:48][C:49]([O:52][CH2:12][CH2:11][CH:9]2[CH2:10][N:6]([CH2:5][C:4]3[CH:34]=[CH:35][C:36]([CH3:37])=[C:2]([CH3:1])[CH:3]=3)[C:7](=[O:33])[N:8]2[CH2:24][C:25]2[CH:26]=[CH:27][C:28]([O:31][CH3:32])=[CH:29][CH:30]=2)=[CH:50][CH:51]=1)([CH3:44])[CH3:43])[CH3:39], predict the reactants needed to synthesize it. The reactants are: [CH3:1][C:2]1[CH:3]=[C:4]([CH:34]=[CH:35][C:36]=1[CH3:37])[CH2:5][N:6]1[CH2:10][CH:9]([CH2:11][CH2:12]OS(C2C=CC(C)=CC=2)(=O)=O)[N:8]([CH2:24][C:25]2[CH:30]=[CH:29][C:28]([O:31][CH3:32])=[CH:27][CH:26]=2)[C:7]1=[O:33].[CH2:38]([O:40][C:41](=[O:53])[C:42]([O:45][C:46]1[CH:51]=[CH:50][C:49]([OH:52])=[CH:48][CH:47]=1)([CH3:44])[CH3:43])[CH3:39].N#N. (7) Given the product [C:19]([O:18][C:16]([N:7]1[C:8]2[C:4](=[CH:3][C:2]([CH3:1])=[CH:10][CH:9]=2)[C:5](/[CH:11]=[CH:12]/[C:13]([OH:15])=[O:14])=[CH:6]1)=[O:17])([CH3:22])([CH3:21])[CH3:20], predict the reactants needed to synthesize it. The reactants are: [CH3:1][C:2]1[CH:3]=[C:4]2[C:8](=[CH:9][CH:10]=1)[NH:7][CH:6]=[C:5]2/[CH:11]=[CH:12]/[C:13]([OH:15])=[O:14].[C:16](O[C:16]([O:18][C:19]([CH3:22])([CH3:21])[CH3:20])=[O:17])([O:18][C:19]([CH3:22])([CH3:21])[CH3:20])=[O:17]. (8) Given the product [F:12][C:13]1[CH:21]=[CH:20][C:19]([F:22])=[CH:18][C:14]=1[C:15]([NH:8][C:5]1[CH:6]=[CH:7][C:2]([F:1])=[C:3]([N+:9]([O-:11])=[O:10])[CH:4]=1)=[O:16], predict the reactants needed to synthesize it. The reactants are: [F:1][C:2]1[CH:7]=[CH:6][C:5]([NH2:8])=[CH:4][C:3]=1[N+:9]([O-:11])=[O:10].[F:12][C:13]1[CH:21]=[CH:20][C:19]([F:22])=[CH:18][C:14]=1[C:15](Cl)=[O:16].S1C=CC=C1C(Cl)=O. (9) The reactants are: [CH2:1](O)[CH2:2][CH2:3][CH2:4][CH2:5][CH2:6][CH2:7][CH2:8][CH2:9][CH2:10][CH2:11][CH2:12][CH2:13][CH2:14][CH2:15]C.[H][H]. Given the product [CH3:15][CH2:14][CH2:13][CH2:12][CH2:11][CH2:10][CH2:9][CH2:8][CH2:7][CH2:6][CH2:5][CH2:4][CH2:3][CH2:2][CH3:1], predict the reactants needed to synthesize it.